From a dataset of Reaction yield outcomes from USPTO patents with 853,638 reactions. Predict the reaction yield, written as a fraction of the theoretical maximum amount of product (1.0 means a 100% yield; for example, 0.34 means a 34% yield). (1) The reactants are [F:1][C:2]1[CH:10]=[C:9]([N+:11]([O-])=O)[C:8]([O:14][CH3:15])=[CH:7][C:3]=1[C:4]([OH:6])=[O:5].CC(O)=O.[H][H]. The catalyst is CO. The product is [NH2:11][C:9]1[C:8]([O:14][CH3:15])=[CH:7][C:3]([C:4]([OH:6])=[O:5])=[C:2]([F:1])[CH:10]=1. The yield is 0.980. (2) The reactants are [NH2:1][C:2]1[CH:7]=[CH:6][C:5]([C:8]2[CH:13]=[CH:12][CH:11]=[C:10]([F:14])[CH:9]=2)=[CH:4][C:3]=1[C:15](=[O:17])[CH3:16].[BH4-].[Na+].S([O-])([O-])(=O)=O.[NH4+].[NH4+].C(OCC)(=O)C. The catalyst is CO. The product is [NH2:1][C:2]1[CH:7]=[CH:6][C:5]([C:8]2[CH:13]=[CH:12][CH:11]=[C:10]([F:14])[CH:9]=2)=[CH:4][C:3]=1[CH:15]([OH:17])[CH3:16]. The yield is 0.670. (3) The reactants are O[CH:2]=[C:3]1[C:11]2[C:6](=[CH:7][C:8]([CH2:12][C:13]3[CH:14]=[C:15]([NH:19][C:20]([C:22]4[S:23][CH:24]=[CH:25][CH:26]=4)=[O:21])[CH:16]=[CH:17][CH:18]=3)=[CH:9][CH:10]=2)[NH:5][C:4]1=[O:27].[CH3:28][N:29]1[CH2:34][CH2:33][N:32]([C:35]2[CH:40]=[CH:39][C:38]([NH2:41])=[CH:37][CH:36]=2)[CH2:31][CH2:30]1. The catalyst is C1COCC1. The product is [CH3:28][N:29]1[CH2:30][CH2:31][N:32]([C:35]2[CH:40]=[CH:39][C:38]([NH:41][CH:2]=[C:3]3[C:11]4[C:6](=[CH:7][C:8]([CH2:12][C:13]5[CH:14]=[C:15]([NH:19][C:20]([C:22]6[S:23][CH:24]=[CH:25][CH:26]=6)=[O:21])[CH:16]=[CH:17][CH:18]=5)=[CH:9][CH:10]=4)[NH:5][C:4]3=[O:27])=[CH:37][CH:36]=2)[CH2:33][CH2:34]1. The yield is 0.310. (4) The reactants are [C:1]([O:5][C:6]([N:8]1[CH2:13][C:12](=[O:14])[N:11]([C:15]2[CH:20]=[CH:19][C:18]([O:21][CH2:22][CH2:23][CH2:24][O:25][CH2:26][C:27]3[CH:32]=[CH:31][CH:30]=[CH:29][C:28]=3[O:33][CH3:34])=[CH:17][CH:16]=2)[C@@H:10]([CH2:35][N:36]=[N+]=[N-])[CH2:9]1)=[O:7])([CH3:4])([CH3:3])[CH3:2]. The catalyst is O1CCCC1.[Ni]. The product is [C:1]([O:5][C:6]([N:8]1[CH2:13][C:12](=[O:14])[N:11]([C:15]2[CH:20]=[CH:19][C:18]([O:21][CH2:22][CH2:23][CH2:24][O:25][CH2:26][C:27]3[CH:32]=[CH:31][CH:30]=[CH:29][C:28]=3[O:33][CH3:34])=[CH:17][CH:16]=2)[C@@H:10]([CH2:35][NH2:36])[CH2:9]1)=[O:7])([CH3:3])([CH3:2])[CH3:4]. The yield is 0.969. (5) The reactants are [C:1]([OH:8])(=[O:7])/[CH:2]=[CH:3]\[C:4]([OH:6])=[O:5].C(OCC)C.[CH3:14][CH2:15][O:16][C:17]([C:19]1[CH:24]([C:25]2[C:30]([Cl:31])=[CH:29][CH:28]=[CH:27][CH:26]=2)[C:23]([C:32]([O:34][CH3:35])=[O:33])=[C:22]([CH3:36])[NH:21][C:20]=1[CH2:37][O:38][CH2:39][CH2:40][NH2:41])=[O:18]. The catalyst is C(O)CC. The product is [CH3:14][CH2:15][O:16][C:17]([C:19]1[CH:24]([C:25]2[CH:26]=[CH:27][CH:28]=[CH:29][C:30]=2[Cl:31])[C:23]([C:32]([O:34][CH3:35])=[O:33])=[C:22]([CH3:36])[NH:21][C:20]=1[CH2:37][O:38][CH2:39][CH2:40][NH2:41])=[O:18].[CH:2](/[C:1]([OH:8])=[O:7])=[CH:3]/[C:4]([OH:6])=[O:5]. The yield is 0.750. (6) The reactants are CCN(C(C)C)C(C)C.[O:10]=[C:11]1[CH:16]=[CH:15][CH:14]=[CH:13][N:12]1[C:17]1[CH:25]=[CH:24][C:20]([C:21]([OH:23])=O)=[CH:19][CH:18]=1.C1C=CC2N(O)N=NC=2C=1.CCN=C=NCCCN(C)C.Cl.[NH2:48][CH2:49][C:50]([N:52]1[CH2:57][CH2:56][N:55]([C:58](=[O:69])[C:59]2[CH:64]=[CH:63][CH:62]=[CH:61][C:60]=2[C:65]([F:68])([F:67])[F:66])[CH2:54][CH2:53]1)=[O:51]. The catalyst is CN(C=O)C.O. The product is [O:10]=[C:11]1[CH:16]=[CH:15][CH:14]=[CH:13][N:12]1[C:17]1[CH:18]=[CH:19][C:20]([C:21]([NH:48][CH2:49][C:50](=[O:51])[N:52]2[CH2:53][CH2:54][N:55]([C:58](=[O:69])[C:59]3[CH:64]=[CH:63][CH:62]=[CH:61][C:60]=3[C:65]([F:66])([F:68])[F:67])[CH2:56][CH2:57]2)=[O:23])=[CH:24][CH:25]=1. The yield is 0.147. (7) The reactants are Cl[C:2]1[NH:3][C:4](=[O:16])[C:5]2[CH:10]=[N:9][N:8]([CH:11]3[CH2:15][CH2:14][CH2:13][CH2:12]3)[C:6]=2[N:7]=1.[NH2:17][CH:18]([C:22]1[CH:27]=[CH:26][C:25]([O:28][CH3:29])=[CH:24][CH:23]=1)[CH2:19][CH2:20][OH:21].CCN(C(C)C)C(C)C. The catalyst is C(O)CCC. The product is [CH:11]1([N:8]2[C:6]3[N:7]=[C:2]([NH:17][CH:18]([C:22]4[CH:23]=[CH:24][C:25]([O:28][CH3:29])=[CH:26][CH:27]=4)[CH2:19][CH2:20][OH:21])[NH:3][C:4](=[O:16])[C:5]=3[CH:10]=[N:9]2)[CH2:15][CH2:14][CH2:13][CH2:12]1. The yield is 0.850.